From a dataset of Forward reaction prediction with 1.9M reactions from USPTO patents (1976-2016). Predict the product of the given reaction. (1) Given the reactants [C:9](O[C:9]([O:11][C:12]([CH3:15])([CH3:14])[CH3:13])=[O:10])([O:11][C:12]([CH3:15])([CH3:14])[CH3:13])=[O:10].Cl.Cl.[NH2:18][C:19]1[CH:20]=[CH:21][C:22]([N:26]2[CH2:31][CH2:30][CH2:29][C@@H:28]([C:32]([N:34]3[CH2:38][CH2:37][CH2:36][CH2:35]3)=[O:33])[CH2:27]2)=[N:23][C:24]=1[NH2:25].C(=O)(O)[O-].[Na+], predict the reaction product. The product is: [NH2:25][C:24]1[C:19]([NH:18][C:9](=[O:10])[O:11][C:12]([CH3:13])([CH3:14])[CH3:15])=[CH:20][CH:21]=[C:22]([N:26]2[CH2:31][CH2:30][CH2:29][C@@H:28]([C:32]([N:34]3[CH2:38][CH2:37][CH2:36][CH2:35]3)=[O:33])[CH2:27]2)[N:23]=1. (2) Given the reactants ClC1C(O[C@@H]2CCC[N:15]([CH2:19][C:20]3[CH:25]=CC(F)=CC=3Cl)C2)=CC(F)=C(C=1)C(O)=O.[CH:28]1([C:31]2[C:32]([O:41][C@@H:42]3[CH2:47][CH2:46][CH2:45][N:44]([C:48]4[CH:53]=[C:52]([Cl:54])[CH:51]=[C:50]([Cl:55])[CH:49]=4)[CH2:43]3)=[CH:33][C:34]([F:40])=[C:35]([CH:39]=2)[C:36]([OH:38])=O)[CH2:30][CH2:29]1.C1([S:59]([NH2:62])(=[O:61])=[O:60])CC1, predict the reaction product. The product is: [N:15]1([S:59]([NH:62][C:36](=[O:38])[C:35]2[CH:39]=[C:31]([CH:28]3[CH2:30][CH2:29]3)[C:32]([O:41][C@@H:42]3[CH2:47][CH2:46][CH2:45][N:44]([C:48]4[CH:49]=[C:50]([Cl:55])[CH:51]=[C:52]([Cl:54])[CH:53]=4)[CH2:43]3)=[CH:33][C:34]=2[F:40])(=[O:61])=[O:60])[CH2:19][CH2:20][CH2:25]1. (3) Given the reactants [O:1]=[S:2]1(=[O:29])[C:7]2[CH:8]=[CH:9][CH:10]=[CH:11][C:6]=2[NH:5][C:4]([C:12]2[C:13](=[O:28])[N:14]([N:23]=[CH:24][CH:25]([CH3:27])[CH3:26])[C:15]3[C:20]([C:21]=2[OH:22])=[CH:19][CH:18]=[CH:17][CH:16]=3)=[N:3]1.CO.[BH4-].[Li+].Cl, predict the reaction product. The product is: [O:29]=[S:2]1(=[O:1])[C:7]2[CH:8]=[CH:9][CH:10]=[CH:11][C:6]=2[NH:5][C:4]([C:12]2[C:13](=[O:28])[N:14]([NH:23][CH2:24][CH:25]([CH3:27])[CH3:26])[C:15]3[C:20]([C:21]=2[OH:22])=[CH:19][CH:18]=[CH:17][CH:16]=3)=[N:3]1. (4) Given the reactants [C:1]([O:5][C:6]([N:8]1[CH2:13][CH2:12][CH:11]([N:14]2[C:18]3[CH:19]=[CH:20][CH:21]=[CH:22][C:17]=3[NH:16][C:15]2=[O:23])[CH2:10][CH2:9]1)=[O:7])([CH3:4])([CH3:3])[CH3:2].C[Si]([N-][Si](C)(C)C)(C)C.[K+].Br[CH2:35][C:36]#[N:37], predict the reaction product. The product is: [C:1]([O:5][C:6]([N:8]1[CH2:13][CH2:12][CH:11]([N:14]2[C:18]3[CH:19]=[CH:20][CH:21]=[CH:22][C:17]=3[N:16]([CH2:35][C:36]#[N:37])[C:15]2=[O:23])[CH2:10][CH2:9]1)=[O:7])([CH3:4])([CH3:2])[CH3:3]. (5) Given the reactants [NH2:1][C:2]1[CH:10]=[CH:9][C:8]([F:11])=[CH:7][C:3]=1[C:4]([OH:6])=[O:5].[Br:12]Br, predict the reaction product. The product is: [NH2:1][C:2]1[C:10]([Br:12])=[CH:9][C:8]([F:11])=[CH:7][C:3]=1[C:4]([OH:6])=[O:5].[BrH:12]. (6) Given the reactants [C:1]([O:5][C:6]([NH:8][C@H:9]1[CH2:18][CH2:17][C:16]2[C:11](=[CH:12][C:13]([O:19][CH2:20][C:21]([OH:23])=O)=[CH:14][CH:15]=2)[CH2:10]1)=[O:7])([CH3:4])([CH3:3])[CH3:2].O[N:25]1[C:29](=O)[CH2:28][CH2:27][C:26]1=O.C1(N=C=NC2CCCCC2)CCCCC1.C(N)CCC, predict the reaction product. The product is: [C:1]([O:5][C:6]([NH:8][C@H:9]1[CH2:18][CH2:17][C:16]2[C:11](=[CH:12][C:13]([O:19][CH2:20][C:21]([NH:25][CH2:26][CH2:27][CH2:28][CH3:29])=[O:23])=[CH:14][CH:15]=2)[CH2:10]1)=[O:7])([CH3:3])([CH3:4])[CH3:2]. (7) Given the reactants [N:1]1[CH:6]=[CH:5][CH:4]=[C:3]([C@@H:7]2[NH:11][CH:10]([C:12]([OH:14])=[O:13])[CH2:9][S:8]2)[CH:2]=1.[C:15](O[C:23]([O:25][C:26]([CH3:29])([CH3:28])[CH3:27])=[O:24])([O:17][C:18]([CH3:21])([CH3:20])[CH3:19])=[O:16], predict the reaction product. The product is: [C:18]([O:17][C:15]([N:11]1[C@H:10]([C:12]([OH:14])=[O:13])[CH2:9][S:8][C@@H:7]1[C:3]1[CH:2]=[N:1][CH:6]=[CH:5][CH:4]=1)=[O:16])([CH3:21])([CH3:20])[CH3:19].[C:26]([O:25][C:23]([N:11]1[C@H:10]([C:12]([OH:14])=[O:13])[CH2:9][S:8][C@H:7]1[C:3]1[CH:2]=[N:1][CH:6]=[CH:5][CH:4]=1)=[O:24])([CH3:27])([CH3:28])[CH3:29]. (8) Given the reactants Cl[C:2]1[N:3]=[C:4]([N:14]2[CH2:19][CH2:18][O:17][CH2:16][CH2:15]2)[C:5]2[S:10][C:9]([C:11]([NH2:13])=[O:12])=[CH:8][C:6]=2[N:7]=1.CC1(C)C(C)(C)OB([C:28]2[CH:29]=[CH:30][C:31]([NH2:34])=[N:32][CH:33]=2)O1, predict the reaction product. The product is: [NH2:34][C:31]1[N:32]=[CH:33][C:28]([C:2]2[N:3]=[C:4]([N:14]3[CH2:19][CH2:18][O:17][CH2:16][CH2:15]3)[C:5]3[S:10][C:9]([C:11]([NH2:13])=[O:12])=[CH:8][C:6]=3[N:7]=2)=[CH:29][CH:30]=1.